From a dataset of Reaction yield outcomes from USPTO patents with 853,638 reactions. Predict the reaction yield, written as a fraction of the theoretical maximum amount of product (1.0 means a 100% yield; for example, 0.34 means a 34% yield). (1) The reactants are [CH2:1]([NH:8][CH:9]([C:14]1[CH:19]=[CH:18][CH:17]=[CH:16][CH:15]=1)[C:10]([O:12]C)=[O:11])[C:2]1[CH:7]=[CH:6][CH:5]=[CH:4][CH:3]=1. The catalyst is C1COCC1.[OH-].[Na+]. The product is [CH2:1]([NH:8][CH:9]([C:14]1[CH:19]=[CH:18][CH:17]=[CH:16][CH:15]=1)[C:10]([OH:12])=[O:11])[C:2]1[CH:3]=[CH:4][CH:5]=[CH:6][CH:7]=1. The yield is 1.00. (2) The reactants are [NH:1]1[CH2:4][CH:3]([C:5]([N:7]2[CH2:13][CH2:12][CH2:11][N:10]([CH:14]3[CH2:17][CH2:16][CH2:15]3)[CH2:9][CH2:8]2)=[O:6])[CH2:2]1.CCN(C(C)C)C(C)C.[O:27]1[CH2:32][CH2:31][CH:30]([CH2:33][C:34](Cl)=[O:35])[CH2:29][CH2:28]1.Cl. The catalyst is C(Cl)Cl.O. The product is [CH:14]1([N:10]2[CH2:11][CH2:12][CH2:13][N:7]([C:5]([CH:3]3[CH2:2][N:1]([C:34](=[O:35])[CH2:33][CH:30]4[CH2:31][CH2:32][O:27][CH2:28][CH2:29]4)[CH2:4]3)=[O:6])[CH2:8][CH2:9]2)[CH2:17][CH2:16][CH2:15]1. The yield is 0.0300. (3) The reactants are [CH2:1]([NH2:8])[C:2]1[CH:7]=[CH:6][CH:5]=[CH:4][CH:3]=1.[C:9]([N:16]1[CH2:21][CH2:20][C:19](=O)[CH2:18][CH2:17]1)([O:11][C:12]([CH3:15])([CH3:14])[CH3:13])=[O:10]. No catalyst specified. The product is [C:12]([O:11][C:9]([N:16]1[CH2:21][CH2:20][CH:19]([NH:8][CH2:1][C:2]2[CH:7]=[CH:6][CH:5]=[CH:4][CH:3]=2)[CH2:18][CH2:17]1)=[O:10])([CH3:15])([CH3:13])[CH3:14]. The yield is 1.00. (4) The reactants are [Br:1][C:2]1[CH:7]=[CH:6][C:5]([CH:8]([C:13]2[CH:18]=[CH:17][C:16]([Cl:19])=[CH:15][CH:14]=2)[CH2:9][C:10](O)=[O:11])=[CH:4][CH:3]=1.C(N1C=CN=C1)([N:22]1C=CN=C1)=O.N. The catalyst is ClCCl. The product is [Br:1][C:2]1[CH:7]=[CH:6][C:5]([CH:8]([C:13]2[CH:18]=[CH:17][C:16]([Cl:19])=[CH:15][CH:14]=2)[CH2:9][C:10]([NH2:22])=[O:11])=[CH:4][CH:3]=1. The yield is 0.360. (5) The reactants are [CH3:1][O:2][C:3]1[CH:8]=[CH:7][C:6]([CH:9]2[NH:14][CH2:13][CH2:12][N:11]([C:15]([O:17][C:18]([CH3:21])([CH3:20])[CH3:19])=[O:16])[CH2:10]2)=[CH:5][CH:4]=1.C(=O)([O-])[O-].[K+].[K+].Cl[C:29]([O:31][CH2:32][CH3:33])=[O:30]. The catalyst is C1COCC1. The product is [CH3:1][O:2][C:3]1[CH:4]=[CH:5][C:6]([CH:9]2[CH2:10][N:11]([C:15]([O:17][C:18]([CH3:21])([CH3:20])[CH3:19])=[O:16])[CH2:12][CH2:13][N:14]2[C:29]([O:31][CH2:32][CH3:33])=[O:30])=[CH:7][CH:8]=1. The yield is 0.920. (6) The reactants are [Br:1][C:2]1[C:11]2[C:6](=[C:7]([F:14])[CH:8]=[C:9]([CH2:12][CH3:13])[CH:10]=2)[CH:5]=[CH:4][C:3]=1[CH:15]=O.Cl.[H][H]. The catalyst is C(O)C.[C].[Pd]. The product is [Br:1][C:2]1[C:11]2[C:6](=[C:7]([F:14])[CH:8]=[C:9]([CH2:12][CH3:13])[CH:10]=2)[CH:5]=[CH:4][C:3]=1[CH3:15]. The yield is 0.120. (7) The reactants are N[C@H](C1C=CC=CC=1)CN1C(=O)C2C3(CCC=2N(CC2C(C(F)(F)F)=CC=CC=2F)C1=O)CCN(CC1C=CC=C(Cl)C=1)CC3.[Br:46][C:47]1[O:51][C:50]([CH2:52][N:53]2[CH2:58][CH2:57][C:56]3([C:66]4[C:65](=[O:67])[N:64]([CH2:68][C@H:69]([NH:76]C(=O)OC(C)(C)C)[C:70]5[CH:75]=[CH:74][CH:73]=[CH:72][CH:71]=5)[C:63](=[O:84])[N:62]([CH2:85][C:86]5[C:91]([C:92]([F:95])([F:94])[F:93])=[CH:90][CH:89]=[CH:88][C:87]=5[F:96])[C:61]=4[CH2:60][O:59]3)[CH2:55][CH2:54]2)=[CH:49][CH:48]=1. No catalyst specified. The product is [NH2:76][C@H:69]([C:70]1[CH:71]=[CH:72][CH:73]=[CH:74][CH:75]=1)[CH2:68][N:64]1[C:65](=[O:67])[C:66]2[C:56]3([O:59][CH2:60][C:61]=2[N:62]([CH2:85][C:86]2[C:91]([C:92]([F:95])([F:94])[F:93])=[CH:90][CH:89]=[CH:88][C:87]=2[F:96])[C:63]1=[O:84])[CH2:55][CH2:54][N:53]([CH2:52][C:50]1[O:51][C:47]([Br:46])=[CH:48][CH:49]=1)[CH2:58][CH2:57]3. The yield is 0.642. (8) The reactants are [CH3:1][O:2][C:3]1[CH:4]=[C:5]2[C:10](=[CH:11][CH:12]=1)[C:9]([OH:13])=[N:8][CH:7]=[CH:6]2.Br[C:15]1[CH:22]=[CH:21][C:18]([CH:19]=[O:20])=[CH:17][CH:16]=1.N1CCC[C@H]1C(O)=O.C(=O)([O-])[O-].[K+].[K+]. The catalyst is [Cu]I.CS(C)=O. The product is [CH3:1][O:2][C:3]1[CH:4]=[C:5]2[C:10](=[CH:11][CH:12]=1)[C:9](=[O:13])[N:8]([C:15]1[CH:22]=[CH:21][C:18]([CH:19]=[O:20])=[CH:17][CH:16]=1)[CH:7]=[CH:6]2. The yield is 0.533.